Dataset: Full USPTO retrosynthesis dataset with 1.9M reactions from patents (1976-2016). Task: Predict the reactants needed to synthesize the given product. Given the product [ClH:15].[CH3:1][C:2]1([CH3:12])[CH2:7][NH:6][C@H:5]([C:8]([OH:10])=[O:9])[CH2:4][O:3]1, predict the reactants needed to synthesize it. The reactants are: [CH3:1][C:2]1([CH3:12])[CH2:7][NH:6][C@H:5]([C:8]([O:10]C)=[O:9])[CH2:4][O:3]1.[OH-].[Na+].[ClH:15].